This data is from Catalyst prediction with 721,799 reactions and 888 catalyst types from USPTO. The task is: Predict which catalyst facilitates the given reaction. (1) Reactant: [O:1]=[C:2]1[N:6]([CH2:7][CH2:8][O:9][C:10]2[CH:27]=[CH:26][C:13]([CH:14]=[C:15]([C:21]([O:23][CH2:24][CH3:25])=[O:22])[C:16]([O:18][CH2:19][CH3:20])=[O:17])=[CH:12][CH:11]=2)[C:5]2[CH:28]=[CH:29][CH:30]=[CH:31][C:4]=2[O:3]1. Product: [O:1]=[C:2]1[N:6]([CH2:7][CH2:8][O:9][C:10]2[CH:11]=[CH:12][C:13]([CH2:14][CH:15]([C:21]([O:23][CH2:24][CH3:25])=[O:22])[C:16]([O:18][CH2:19][CH3:20])=[O:17])=[CH:26][CH:27]=2)[C:5]2[CH:28]=[CH:29][CH:30]=[CH:31][C:4]=2[O:3]1. The catalyst class is: 505. (2) Reactant: C(OC([N:8]1[CH2:13][CH2:12][CH:11]([O:14][C:15]2[CH:23]=[C:22]3[C:18]([CH2:19][N:20]4[C:26]([C:27]5[C:28]([C:33]6[CH:38]=[CH:37][CH:36]=[CH:35][CH:34]=6)=[N:29][O:30][C:31]=5[CH3:32])=[N:25][N:24]=[C:21]43)=[CH:17][CH:16]=2)[CH2:10][CH2:9]1)=O)(C)(C)C. Product: [CH3:32][C:31]1[O:30][N:29]=[C:28]([C:33]2[CH:34]=[CH:35][CH:36]=[CH:37][CH:38]=2)[C:27]=1[C:26]1[N:20]2[CH2:19][C:18]3[C:22]([C:21]2=[N:24][N:25]=1)=[CH:23][C:15]([O:14][CH:11]1[CH2:12][CH2:13][NH:8][CH2:9][CH2:10]1)=[CH:16][CH:17]=3. The catalyst class is: 67. (3) Reactant: C([O:5][C:6](=[O:23])[CH2:7][CH2:8][CH:9]([NH:12][C:13]([O:15][CH2:16][C:17]1[CH:22]=[CH:21][CH:20]=[CH:19][CH:18]=1)=[O:14])[CH2:10]O)(C)(C)C.O. Product: [O:23]=[C:6]1[O:5][CH2:10][CH:9]([NH:12][C:13](=[O:14])[O:15][CH2:16][C:17]2[CH:18]=[CH:19][CH:20]=[CH:21][CH:22]=2)[CH2:8][CH2:7]1. The catalyst class is: 617. (4) Reactant: [F:1][C:2]1[CH:9]=[C:8]([OH:10])[CH:7]=[CH:6][C:3]=1[C:4]#[N:5].C(=O)([O-])[O-].[K+].[K+].[CH2:17](Br)[C:18]1[CH:23]=[CH:22][CH:21]=[CH:20][CH:19]=1.[I-].[K+]. The catalyst class is: 95. Product: [CH2:17]([O:10][C:8]1[CH:7]=[CH:6][C:3]([C:4]#[N:5])=[C:2]([F:1])[CH:9]=1)[C:18]1[CH:23]=[CH:22][CH:21]=[CH:20][CH:19]=1. (5) Reactant: Cl.[C:2]([N:5]1[C:13]2[C:8](=[CH:9][C:10]([Cl:14])=[CH:11][CH:12]=2)[CH2:7][CH:6]1[C:15]#[N:16])(=[O:4])[CH3:3].[CH2:17]([OH:19])[CH3:18]. Product: [ClH:14].[C:2]([N:5]1[C:13]2[C:8](=[CH:9][C:10]([Cl:14])=[CH:11][CH:12]=2)[CH2:7][CH:6]1[C:15](=[NH:16])[O:19][CH2:17][CH3:18])(=[O:4])[CH3:3]. The catalyst class is: 27. (6) Reactant: [C:1](Cl)([O:3][CH2:4][CH:5]1[C:17]2[C:12](=[CH:13][CH:14]=[CH:15][CH:16]=2)[C:11]2[C:6]1=[CH:7][CH:8]=[CH:9][CH:10]=2)=[O:2].[NH:19]1[CH2:27][CH2:26][CH:22]([C:23]([OH:25])=[O:24])[CH2:21][CH2:20]1.C(=O)([O-])[O-].[Na+].[Na+]. Product: [CH:16]1[C:17]2[CH:5]([CH2:4][O:3][C:1]([N:19]3[CH2:27][CH2:26][CH:22]([C:23]([OH:25])=[O:24])[CH2:21][CH2:20]3)=[O:2])[C:6]3[C:11](=[CH:10][CH:9]=[CH:8][CH:7]=3)[C:12]=2[CH:13]=[CH:14][CH:15]=1. The catalyst class is: 38. (7) Reactant: Br[C:2]1[CH:3]=[C:4]([CH:6]=[CH:7][C:8]=1[CH3:9])[NH2:5].[F:10][C:11]1[CH:16]=[C:15](B(O)O)[CH:14]=[C:13]([F:20])[N:12]=1.C(Cl)Cl.C(=O)([O-])[O-].[Na+].[Na+]. Product: [F:10][C:11]1[CH:16]=[C:15]([C:2]2[CH:3]=[C:4]([CH:6]=[CH:7][C:8]=2[CH3:9])[NH2:5])[CH:14]=[C:13]([F:20])[N:12]=1. The catalyst class is: 438. (8) Reactant: [Br:1][C:2]1[CH:7]=[CH:6][C:5]([C:8]2[C:13]([C:14]([O:16]C)=[O:15])=[C:12]([CH3:18])[N:11]=[CH:10][CH:9]=2)=[C:4]([F:19])[C:3]=1[F:20].[OH-].[Na+].Cl. Product: [Br:1][C:2]1[CH:7]=[CH:6][C:5]([C:8]2[C:13]([C:14]([OH:16])=[O:15])=[C:12]([CH3:18])[N:11]=[CH:10][CH:9]=2)=[C:4]([F:19])[C:3]=1[F:20]. The catalyst class is: 24. (9) Reactant: [C@@H:1]12[NH:8][C@@H:5]([CH2:6][CH2:7]1)[CH2:4][N:3]([C:9]1[CH:14]=[CH:13][N:12]=[C:11]([NH:15][C:16]3[CH:17]=[N:18][N:19](S(C4C=CC(C)=CC=4)(=O)=O)[CH:20]=3)[N:10]=1)[CH2:2]2.[CH:31]([C:33]1([C:36]#[N:37])[CH2:35][CH2:34]1)=O.[OH-].[Na+]. Product: [NH:18]1[CH:17]=[C:16]([NH:15][C:11]2[N:10]=[C:9]([N:3]3[CH2:4][C@H:5]4[N:8]([CH2:31][C:33]5([C:36]#[N:37])[CH2:35][CH2:34]5)[C@H:1]([CH2:7][CH2:6]4)[CH2:2]3)[CH:14]=[CH:13][N:12]=2)[CH:20]=[N:19]1. The catalyst class is: 5.